Dataset: Full USPTO retrosynthesis dataset with 1.9M reactions from patents (1976-2016). Task: Predict the reactants needed to synthesize the given product. (1) The reactants are: [N+:1]([C:4]1[C:5]([CH:14]([C:16]2[CH:21]=[CH:20][C:19]([O:22][C:23]([F:26])([F:25])[F:24])=[CH:18][CH:17]=2)[OH:15])=[CH:6][CH:7]=[C:8]2[C:13]=1[N:12]=[CH:11][CH:10]=[CH:9]2)([O-:3])=[O:2]. Given the product [N+:1]([C:4]1[C:5]([C:14]([C:16]2[CH:17]=[CH:18][C:19]([O:22][C:23]([F:26])([F:24])[F:25])=[CH:20][CH:21]=2)=[O:15])=[CH:6][CH:7]=[C:8]2[C:13]=1[N:12]=[CH:11][CH:10]=[CH:9]2)([O-:3])=[O:2], predict the reactants needed to synthesize it. (2) Given the product [ClH:1].[C:7]([O:11][NH:12][C:13]1[N:18]=[C:17]([NH:19][CH2:20][CH2:21][CH3:22])[N:16]=[C:15]([NH:23][CH2:24][C:25]#[CH:26])[N:14]=1)([CH3:8])([CH3:10])[CH3:9], predict the reactants needed to synthesize it. The reactants are: [ClH:1].C(OCC)C.[C:7]([O:11][NH:12][C:13]1[N:18]=[C:17]([NH:19][CH2:20][CH2:21][CH3:22])[N:16]=[C:15]([NH:23][CH2:24][C:25]#[CH:26])[N:14]=1)([CH3:10])([CH3:9])[CH3:8].